Task: Predict the product of the given reaction.. Dataset: Forward reaction prediction with 1.9M reactions from USPTO patents (1976-2016) (1) Given the reactants CN1CCOCC1.[Br:8][C:9]1[CH:14]=[CH:13][C:12]([C:15]2([OH:24])[CH2:20][CH2:19][CH:18]([C:21]([OH:23])=O)[CH2:17][CH2:16]2)=[C:11]([CH3:25])[CH:10]=1.Cl.[NH2:27][C@@H:28]1[CH2:33][CH2:32][C@H:31]([OH:34])[CH2:30][CH2:29]1.F[P-](F)(F)(F)(F)F.N1(O[P+](N(C)C)(N(C)C)N(C)C)C2C=CC=CC=2N=N1, predict the reaction product. The product is: [Br:8][C:9]1[CH:14]=[CH:13][C:12]([C:15]2([OH:24])[CH2:16][CH2:17][CH:18]([C:21]([NH:27][C@H:28]3[CH2:33][CH2:32][C@@H:31]([OH:34])[CH2:30][CH2:29]3)=[O:23])[CH2:19][CH2:20]2)=[C:11]([CH3:25])[CH:10]=1. (2) Given the reactants Cl[C:2]1[C:11]2[C:6](=[CH:7][CH:8]=[CH:9][CH:10]=2)[C:5](=[O:12])[NH:4][N:3]=1.[C:13]1([SH:19])[CH:18]=[CH:17][CH:16]=[CH:15][CH:14]=1.C([O-])([O-])=O.[K+].[K+], predict the reaction product. The product is: [C:13]1([S:19][C:2]2[C:11]3[C:6](=[CH:7][CH:8]=[CH:9][CH:10]=3)[C:5](=[O:12])[NH:4][N:3]=2)[CH:18]=[CH:17][CH:16]=[CH:15][CH:14]=1.